From a dataset of Full USPTO retrosynthesis dataset with 1.9M reactions from patents (1976-2016). Predict the reactants needed to synthesize the given product. Given the product [CH2:8]([C:7]([C:5]1[S:6][C:2]([NH:1][CH2:33][CH2:30][C:26]2[CH:25]=[C:24]3[C:29]([C:20]([C:17]4[CH:16]=[CH:15][C:14]([F:13])=[CH:19][CH:18]=4)=[CH:21][C:22](=[O:32])[O:23]3)=[CH:28][CH:27]=2)=[N:3][N:4]=1)([OH:12])[CH2:10][CH3:11])[CH3:9], predict the reactants needed to synthesize it. The reactants are: [NH2:1][C:2]1[S:6][C:5]([C:7]([OH:12])([CH2:10][CH3:11])[CH2:8][CH3:9])=[N:4][N:3]=1.[F:13][C:14]1[CH:19]=[CH:18][C:17]([C:20]2[C:29]3[C:24](=[CH:25][C:26]([CH:30]=O)=[CH:27][CH:28]=3)[O:23][C:22](=[O:32])[CH:21]=2)=[CH:16][CH:15]=1.[C:33](O)(=O)C.C(O[BH-](OC(=O)C)OC(=O)C)(=O)C.[Na+].